Dataset: Reaction yield outcomes from USPTO patents with 853,638 reactions. Task: Predict the reaction yield, written as a fraction of the theoretical maximum amount of product (1.0 means a 100% yield; for example, 0.34 means a 34% yield). (1) The reactants are O1[CH2:6][CH2:5][O:4][CH2:3]C1.CC(C)([O-])C.[K+].[Br:13][C:14]1C=C[C:17]([S:20]([CH:23]([CH3:25])[CH3:24])(=[O:22])=[O:21])=[CH:16][C:15]=1F. The catalyst is CO. The product is [Br:13][C:14]1[CH:15]=[CH:16][C:17]([S:20]([CH:23]([CH3:25])[CH3:24])(=[O:21])=[O:22])=[CH:6][C:5]=1[O:4][CH3:3]. The yield is 0.750. (2) The reactants are C(O[C:6]([N:8](C)[C:9]1[N:14]=[C:13]([CH2:15][CH2:16][O:17][C:18]2[CH:40]=[CH:39][C:21]([CH2:22][C@@H:23]([C:35]([O:37][CH3:38])=[O:36])[NH:24][C:25](=[O:34])[C:26]3[C:31]([Cl:32])=[CH:30][CH:29]=[CH:28][C:27]=3[Cl:33])=[CH:20][C:19]=2[CH3:41])[CH:12]=[CH:11][CH:10]=1)=O)(C)(C)C.Cl. The catalyst is CO.O1CCOCC1. The product is [ClH:32].[Cl:33][C:27]1[CH:28]=[CH:29][CH:30]=[C:31]([Cl:32])[C:26]=1[C:25]([NH:24][C@H:23]([C:35]([O:37][CH3:38])=[O:36])[CH2:22][C:21]1[CH:39]=[CH:40][C:18]([O:17][CH2:16][CH2:15][C:13]2[CH:12]=[CH:11][CH:10]=[C:9]([NH:8][CH3:6])[N:14]=2)=[C:19]([CH3:41])[CH:20]=1)=[O:34]. The yield is 0.740. (3) The reactants are [CH3:1][O:2][CH2:3][C@H:4]([CH3:32])[O:5][C:6]1[CH:7]=[C:8]([CH:19]=[C:20]([C:22]2[NH:23][C:24]([C:27]3[S:28][CH:29]=[CH:30][N:31]=3)=[CH:25][CH:26]=2)[CH:21]=1)[O:9][C:10]1[CH:15]=[CH:14][C:13]([C:16](=[O:18])[CH3:17])=[CH:12][CH:11]=1.[BH4-].[Na+].[Cl-].[NH4+]. The catalyst is O1CCCC1.CO. The product is [CH3:1][O:2][CH2:3][C@H:4]([CH3:32])[O:5][C:6]1[CH:7]=[C:8]([CH:19]=[C:20]([C:22]2[NH:23][C:24]([C:27]3[S:28][CH:29]=[CH:30][N:31]=3)=[CH:25][CH:26]=2)[CH:21]=1)[O:9][C:10]1[CH:15]=[CH:14][C:13]([CH:16]([OH:18])[CH3:17])=[CH:12][CH:11]=1. The yield is 0.910. (4) The reactants are [NH:1]1[C:9]2[C:4](=[CH:5][CH:6]=[CH:7][C:8]=2[C:10]([OH:12])=O)[CH:3]=[CH:2]1.CN(C(ON1N=NC2C=CC=CC1=2)=[N+](C)C)C.[B-](F)(F)(F)F.C(N(CC)C(C)C)(C)C.[C:44]([C:48]1[CH:64]=[CH:63][C:51]([CH2:52][NH:53][CH2:54][CH2:55][C:56]2[CH:61]=[CH:60][C:59]([CH3:62])=[CH:58][CH:57]=2)=[CH:50][CH:49]=1)([CH3:47])([CH3:46])[CH3:45]. The catalyst is CN(C=O)C.O. The product is [C:44]([C:48]1[CH:64]=[CH:63][C:51]([CH2:52][N:53]([CH2:54][CH2:55][C:56]2[CH:57]=[CH:58][C:59]([CH3:62])=[CH:60][CH:61]=2)[C:10]([C:8]2[CH:7]=[CH:6][CH:5]=[C:4]3[C:9]=2[NH:1][CH:2]=[CH:3]3)=[O:12])=[CH:50][CH:49]=1)([CH3:47])([CH3:45])[CH3:46]. The yield is 0.860. (5) The reactants are [C:1]([OH:8])(=O)/[CH:2]=[CH:3]/[CH2:4][CH2:5][CH3:6].CCN=C=N[CH2:14][CH2:15][CH2:16][N:17](C)C.C1C=CC2N(O)N=NC=2C=1.CN1CCOCC1.C1(N)CC1. No catalyst specified. The product is [CH:16]1([NH:17][C:1](=[O:8])/[CH:2]=[CH:3]/[CH2:4][CH2:5][CH3:6])[CH2:14][CH2:15]1. The yield is 0.680. (6) The reactants are [N:1]([C@:4]12[CH2:39][CH2:38][C@@H:37]([C:40]([CH3:42])=[CH2:41])[C@@H:5]1[C@@H:6]1[C@@:19]([CH3:22])([CH2:20][CH2:21]2)[C@@:18]2([CH3:23])[C@@H:9]([C@:10]3([CH3:36])[C@@H:15]([CH2:16][CH2:17]2)[C:14]([CH3:25])([CH3:24])[C:13]([C:26]2[CH:35]=[CH:34][C:29]([C:30]([O:32]C)=[O:31])=[CH:28][CH:27]=2)=[CH:12][CH2:11]3)[CH2:8][CH2:7]1)=[C:2]=[O:3].CN(C)CCNC(=O)N[C@]12CC[C@@H](C(C)=C)[C@@H]1[C@@H]1[C@@](C)(CC2)[C@@]2(C)[C@@H]([C@]3(C)[C@@H](CC2)C(C)(C)C(C2C=CC(C(O)=O)=CC=2)=CC3)CC1.Cl.C([O:93][C:94]([C:96]1([NH2:99])[CH2:98][CH2:97]1)=[O:95])C. No catalyst specified. The product is [C:94]([C:96]1([NH:99][C:2](=[O:3])[NH:1][C@:4]23[CH2:39][CH2:38][C@@H:37]([C:40]([CH3:42])=[CH2:41])[C@@H:5]2[C@@H:6]2[C@@:19]([CH3:22])([CH2:20][CH2:21]3)[C@@:18]3([CH3:23])[C@@H:9]([C@:10]4([CH3:36])[C@@H:15]([CH2:16][CH2:17]3)[C:14]([CH3:25])([CH3:24])[C:13]([C:26]3[CH:27]=[CH:28][C:29]([C:30]([OH:32])=[O:31])=[CH:34][CH:35]=3)=[CH:12][CH2:11]4)[CH2:8][CH2:7]2)[CH2:98][CH2:97]1)([OH:95])=[O:93]. The yield is 0.250. (7) The product is [Br:15][C:12]1[CH:13]=[CH:14][C:9]([CH2:8][NH:7][C:5](=[O:6])[C:4]2[CH:16]=[CH:17][C:18]([S:19][C:20]3[CH:25]=[CH:24][C:23]([OH:26])=[CH:22][CH:21]=3)=[C:2]([NH:1][C:39]3[C:29]4[CH:34]=[CH:33][CH:32]=[N:31][C:30]=4[N:35]=[CH:36][N:37]=3)[CH:3]=2)=[CH:10][CH:11]=1. The reactants are [NH2:1][C:2]1[CH:3]=[C:4]([CH:16]=[CH:17][C:18]=1[S:19][C:20]1[CH:25]=[CH:24][C:23]([OH:26])=[CH:22][CH:21]=1)[C:5]([NH:7][CH2:8][C:9]1[CH:14]=[CH:13][C:12]([Br:15])=[CH:11][CH:10]=1)=[O:6].C([C:29]1[C:30]([N:35]=[CH:36][N:37]([CH3:39])C)=[N:31][CH:32]=[CH:33][CH:34]=1)#N.NC1C=C(C=CC=1SC1C=CC(O)=CC=1)C(NC1C=CC(Br)=CC=1)=O. No catalyst specified. The yield is 0.260. (8) The reactants are [Cl:1][C:2]1[CH:3]=[C:4]([CH:7]=[C:8]([Cl:27])[C:9]=1[C:10]1[S:11][C:12]2[C:13]([NH:19][C:20]3[CH:25]=[C:24](Cl)[N:23]=[CH:22][N:21]=3)=[N:14][CH:15]=[CH:16][C:17]=2[N:18]=1)[C:5]#[N:6].Br[C:29]1[C:34]2SC(C3C(Cl)=CC(C#N)=CC=3Cl)=NC=2C=C[N:30]=1.NC1C=C(Cl)N=CC=1.CC1(C)C2C(=C(P(C3C=CC=CC=3)C3C=CC=CC=3)C=CC=2)[O:77]C2C(P(C3C=CC=CC=3)C3C=CC=CC=3)=CC=CC1=2.C(=O)([O-])[O-].[Cs+].[Cs+]. The catalyst is O1CCOCC1.C1C=CC(/C=C/C(/C=C/C2C=CC=CC=2)=O)=CC=1.C1C=CC(/C=C/C(/C=C/C2C=CC=CC=2)=O)=CC=1.C1C=CC(/C=C/C(/C=C/C2C=CC=CC=2)=O)=CC=1.[Pd].[Pd]. The product is [Cl:27][C:8]1[CH:7]=[C:4]([CH:3]=[C:2]([Cl:1])[C:9]=1[C:10]1[S:11][C:12]2[C:13]([NH:19][C:20]3[CH:25]=[C:24]([NH:30][CH2:29][CH2:34][OH:77])[N:23]=[CH:22][N:21]=3)=[N:14][CH:15]=[CH:16][C:17]=2[N:18]=1)[C:5]#[N:6]. The yield is 0.760. (9) The reactants are [Br:1][C:2]1[CH:7]=[CH:6][C:5]([C:8](=[O:12])[CH:9]([CH3:11])[CH3:10])=[C:4]([OH:13])[CH:3]=1.C([O-])([O-])=O.[K+].[K+].[I-].[K+].Br[CH2:23][CH2:24][NH:25][C:26](=[O:32])[O:27][C:28]([CH3:31])([CH3:30])[CH3:29]. The catalyst is CN(C=O)C. The product is [Br:1][C:2]1[CH:7]=[CH:6][C:5]([C:8](=[O:12])[CH:9]([CH3:10])[CH3:11])=[C:4]([CH:3]=1)[O:13][CH2:23][CH2:24][NH:25][C:26](=[O:32])[O:27][C:28]([CH3:31])([CH3:30])[CH3:29]. The yield is 0.440.